From a dataset of Reaction yield outcomes from USPTO patents with 853,638 reactions. Predict the reaction yield, written as a fraction of the theoretical maximum amount of product (1.0 means a 100% yield; for example, 0.34 means a 34% yield). (1) The reactants are [Cl:1][C:2]1[CH:7]=[CH:6][C:5]([C@H:8]([CH3:20])[C:9](N2[C@@H](C(C)C)COC2=O)=[O:10])=[CH:4][CH:3]=1.[OH:21]O.[Li+].[OH-]. The catalyst is C1COCC1.O. The product is [Cl:1][C:2]1[CH:3]=[CH:4][C:5]([C@H:8]([CH3:20])[C:9]([OH:10])=[O:21])=[CH:6][CH:7]=1. The yield is 0.850. (2) The product is [NH2:1][C:2]1[C:3]2[CH:10]=[CH:9][N:8]([C@H:11]3[CH2:15][C@H:14]([OH:16])[C@H:13]([CH2:17][O:18][Si:24]([C:27]([CH3:30])([CH3:29])[CH3:28])([CH3:26])[CH3:25])[CH2:12]3)[C:4]=2[N:5]=[CH:6][N:7]=1. The yield is 0.810. The reactants are [NH2:1][C:2]1[C:3]2[CH:10]=[CH:9][N:8]([C@H:11]3[CH2:15][C@H:14]([OH:16])[C@H:13]([CH2:17][OH:18])[CH2:12]3)[C:4]=2[N:5]=[CH:6][N:7]=1.N1C=CN=C1.[Si:24](Cl)([C:27]([CH3:30])([CH3:29])[CH3:28])([CH3:26])[CH3:25]. The catalyst is CN(C=O)C.